Dataset: Reaction yield outcomes from USPTO patents with 853,638 reactions. Task: Predict the reaction yield, written as a fraction of the theoretical maximum amount of product (1.0 means a 100% yield; for example, 0.34 means a 34% yield). The reactants are [Cl:1][C:2]1[CH:3]=[C:4]2[C:8](=[C:9]([Cl:11])[CH:10]=1)[NH:7][C:6]([C:12](Cl)=[O:13])=[CH:5]2.N1C=CC=CC=1.[CH:21]1[C:26]([NH2:27])=[CH:25][CH:24]=[C:23]([S:28]([NH:31][C:32]2[S:36][CH:35]=[CH:34][N:33]=2)(=[O:30])=[O:29])[CH:22]=1. The catalyst is C(Cl)Cl. The product is [S:36]1[CH:35]=[CH:34][N:33]=[C:32]1[NH:31][S:28]([C:23]1[CH:22]=[CH:21][C:26]([NH:27][C:12]([C:6]2[NH:7][C:8]3[C:4]([CH:5]=2)=[CH:3][C:2]([Cl:1])=[CH:10][C:9]=3[Cl:11])=[O:13])=[CH:25][CH:24]=1)(=[O:30])=[O:29]. The yield is 0.900.